Dataset: Peptide-MHC class I binding affinity with 185,985 pairs from IEDB/IMGT. Task: Regression. Given a peptide amino acid sequence and an MHC pseudo amino acid sequence, predict their binding affinity value. This is MHC class I binding data. (1) The peptide sequence is NLTEEMAAL. The MHC is HLA-A68:02 with pseudo-sequence HLA-A68:02. The binding affinity (normalized) is 0.0847. (2) The peptide sequence is WQLGTRWRY. The MHC is HLA-B15:01 with pseudo-sequence HLA-B15:01. The binding affinity (normalized) is 0.763. (3) The peptide sequence is FLRGRAYGI. The MHC is HLA-A30:02 with pseudo-sequence HLA-A30:02. The binding affinity (normalized) is 0. (4) The peptide sequence is LVSLGAISF. The MHC is HLA-B07:02 with pseudo-sequence HLA-B07:02. The binding affinity (normalized) is 0.0847. (5) The peptide sequence is YPQLSAIAL. The MHC is HLA-A02:19 with pseudo-sequence HLA-A02:19. The binding affinity (normalized) is 0.0847.